From a dataset of Full USPTO retrosynthesis dataset with 1.9M reactions from patents (1976-2016). Predict the reactants needed to synthesize the given product. (1) Given the product [Br:33][C:34]1[C:39]([Cl:40])=[CH:38][C:37]([S:41]([N:23]2[CH2:24][CH2:25][CH:20]([CH2:19][O:18][C:5]3[C:4]([CH:1]4[CH2:2][CH2:3]4)=[CH:16][C:8]([C:9]([OH:11])=[O:10])=[C:7]([F:17])[CH:6]=3)[CH2:21][CH2:22]2)(=[O:42])=[O:43])=[C:36]([F:45])[CH:35]=1, predict the reactants needed to synthesize it. The reactants are: [CH:1]1([C:4]2[C:5]([O:18][CH2:19][CH:20]3[CH2:25][CH2:24][NH:23][CH2:22][CH2:21]3)=[CH:6][C:7]([F:17])=[C:8]([CH:16]=2)[C:9]([O:11]C(C)(C)C)=[O:10])[CH2:3][CH2:2]1.C(N(CC)CC)C.[Br:33][C:34]1[C:39]([Cl:40])=[CH:38][C:37]([S:41](Cl)(=[O:43])=[O:42])=[C:36]([F:45])[CH:35]=1. (2) The reactants are: [CH3:1][O:2][C:3]([C:5]1[N:6]=[C:7]([NH:10][C:11](=[O:39])[C@@H:12]([N:24]2[C:28](=[O:29])[CH:27]([C:30]3[CH:35]=[CH:34][C:33]([S:36][CH3:37])=[CH:32][CH:31]=3)[NH:26][C:25]2=[O:38])[CH2:13][C:14]2[CH:19]=[CH:18][CH:17]=[CH:16][C:15]=2[C:20]([F:23])([F:22])[F:21])[S:8][CH:9]=1)=[O:4].ClC1C=CC=C(C(OO)=[O:48])C=1. Given the product [CH3:1][O:2][C:3]([C:5]1[N:6]=[C:7]([NH:10][C:11](=[O:39])[C@@H:12]([N:24]2[C:28](=[O:29])[CH:27]([C:30]3[CH:31]=[CH:32][C:33]([S:36]([CH3:37])=[O:48])=[CH:34][CH:35]=3)[NH:26][C:25]2=[O:38])[CH2:13][C:14]2[CH:19]=[CH:18][CH:17]=[CH:16][C:15]=2[C:20]([F:23])([F:22])[F:21])[S:8][CH:9]=1)=[O:4], predict the reactants needed to synthesize it. (3) Given the product [Cl:26][C:23]1[CH:24]=[CH:25][C:20]([C:18]([NH:17][CH:13]([CH2:12][C:7]2[C:5]3[C:4](=[CH:3][CH:2]=[CH:1][CH:6]=3)[NH:11][C:9](=[O:10])[CH:8]=2)[C:14]([O:16][CH2:28][C:29]2[S:30][C:31]3[CH:37]=[CH:36][CH:35]=[CH:34][C:32]=3[N:33]=2)=[O:15])=[O:19])=[CH:21][CH:22]=1, predict the reactants needed to synthesize it. The reactants are: [CH:1]1[CH:2]=[CH:3][C:4]2[NH:11][C:9](=[O:10])[CH:8]=[C:7]([CH2:12][CH:13]([NH:17][C:18]([C:20]3[CH:21]=[CH:22][C:23]([Cl:26])=[CH:24][CH:25]=3)=[O:19])[C:14]([OH:16])=[O:15])[C:5]=2[CH:6]=1.Cl[CH2:28][C:29]1[S:30][C:31]2[CH:37]=[CH:36][CH:35]=[CH:34][C:32]=2[N:33]=1. (4) Given the product [F:27][C:21]1[CH:22]=[C:23]([F:26])[CH:24]=[CH:25][C:20]=1[N:19]([CH3:18])[C:15]([C:13]1[S:14][C:5]2[C:4]3[CH:3]=[C:2]([CH3:1])[CH:11]=[CH:10][C:9]=3[O:8][CH2:7][C:6]=2[CH:12]=1)=[O:17], predict the reactants needed to synthesize it. The reactants are: [CH3:1][C:2]1[CH:11]=[CH:10][C:9]2[O:8][CH2:7][C:6]3[CH:12]=[C:13]([C:15]([OH:17])=O)[S:14][C:5]=3[C:4]=2[CH:3]=1.[CH3:18][NH:19][C:20]1[CH:25]=[CH:24][C:23]([F:26])=[CH:22][C:21]=1[F:27].C(N(CC)CC)C.